From a dataset of NCI-60 drug combinations with 297,098 pairs across 59 cell lines. Regression. Given two drug SMILES strings and cell line genomic features, predict the synergy score measuring deviation from expected non-interaction effect. (1) Drug 1: C1=CN(C(=O)N=C1N)C2C(C(C(O2)CO)O)O.Cl. Drug 2: CC=C1C(=O)NC(C(=O)OC2CC(=O)NC(C(=O)NC(CSSCCC=C2)C(=O)N1)C(C)C)C(C)C. Cell line: T-47D. Synergy scores: CSS=29.7, Synergy_ZIP=-3.66, Synergy_Bliss=1.62, Synergy_Loewe=-12.9, Synergy_HSA=3.17. (2) Drug 1: C#CCC(CC1=CN=C2C(=N1)C(=NC(=N2)N)N)C3=CC=C(C=C3)C(=O)NC(CCC(=O)O)C(=O)O. Drug 2: C1=NC2=C(N1)C(=S)N=CN2. Cell line: OVCAR-4. Synergy scores: CSS=33.7, Synergy_ZIP=-1.44, Synergy_Bliss=-0.605, Synergy_Loewe=0.781, Synergy_HSA=0.249. (3) Drug 1: CS(=O)(=O)C1=CC(=C(C=C1)C(=O)NC2=CC(=C(C=C2)Cl)C3=CC=CC=N3)Cl. Drug 2: C1C(C(OC1N2C=C(C(=O)NC2=O)F)CO)O. Cell line: HS 578T. Synergy scores: CSS=-0.592, Synergy_ZIP=-8.22, Synergy_Bliss=-16.3, Synergy_Loewe=-32.4, Synergy_HSA=-21.2. (4) Drug 1: CC1=C(C(CCC1)(C)C)C=CC(=CC=CC(=CC(=O)O)C)C. Drug 2: CC1C(C(CC(O1)OC2CC(CC3=C2C(=C4C(=C3O)C(=O)C5=C(C4=O)C(=CC=C5)OC)O)(C(=O)CO)O)N)O.Cl. Cell line: SR. Synergy scores: CSS=46.5, Synergy_ZIP=3.66, Synergy_Bliss=4.14, Synergy_Loewe=-27.9, Synergy_HSA=0.0784. (5) Drug 1: CN(C)N=NC1=C(NC=N1)C(=O)N. Drug 2: C1=CC=C(C=C1)NC(=O)CCCCCCC(=O)NO. Cell line: SK-MEL-2. Synergy scores: CSS=16.1, Synergy_ZIP=-2.56, Synergy_Bliss=-4.97, Synergy_Loewe=-44.0, Synergy_HSA=-7.36. (6) Drug 1: C1=CC(=CC=C1CCCC(=O)O)N(CCCl)CCCl. Drug 2: CC12CCC3C(C1CCC2OP(=O)(O)O)CCC4=C3C=CC(=C4)OC(=O)N(CCCl)CCCl.[Na+]. Cell line: LOX IMVI. Synergy scores: CSS=7.46, Synergy_ZIP=-12.6, Synergy_Bliss=-12.6, Synergy_Loewe=-9.48, Synergy_HSA=-8.66.